Predict the reaction yield, written as a fraction of the theoretical maximum amount of product (1.0 means a 100% yield; for example, 0.34 means a 34% yield). From a dataset of Reaction yield outcomes from USPTO patents with 853,638 reactions. (1) The reactants are [C:1]([C:3]1[CH:8]=[CH:7][C:6]([S:9]([C:11]2[CH:12]=[C:13]([C:29]([O:31]CC)=[O:30])[C:14](=[O:28])[N:15]([C:18]3[CH:23]=[CH:22][CH:21]=[C:20]([C:24]([F:27])([F:26])[F:25])[CH:19]=3)[C:16]=2[CH3:17])=[O:10])=[CH:5][CH:4]=1)#[N:2]. The catalyst is O1CCOCC1.OS(O)(=O)=O.O. The product is [C:1]([C:3]1[CH:4]=[CH:5][C:6]([S:9]([C:11]2[CH:12]=[C:13]([C:29]([OH:31])=[O:30])[C:14](=[O:28])[N:15]([C:18]3[CH:23]=[CH:22][CH:21]=[C:20]([C:24]([F:25])([F:26])[F:27])[CH:19]=3)[C:16]=2[CH3:17])=[O:10])=[CH:7][CH:8]=1)#[N:2]. The yield is 0.930. (2) The reactants are [C:1]([S:20][C:21]1[CH:38]=[CH:37][CH:36]=[CH:35][C:22]=1[CH2:23][N:24]1C(=O)C2C(=CC=CC=2)C1=O)([C:14]1[CH:19]=[CH:18][CH:17]=[CH:16][CH:15]=1)([C:8]1[CH:13]=[CH:12][CH:11]=[CH:10][CH:9]=1)[C:2]1[CH:7]=[CH:6][CH:5]=[CH:4][CH:3]=1.O.NN. The catalyst is CCO. The product is [C:1]([S:20][C:21]1[CH:38]=[CH:37][CH:36]=[CH:35][C:22]=1[CH2:23][NH2:24])([C:2]1[CH:3]=[CH:4][CH:5]=[CH:6][CH:7]=1)([C:14]1[CH:19]=[CH:18][CH:17]=[CH:16][CH:15]=1)[C:8]1[CH:9]=[CH:10][CH:11]=[CH:12][CH:13]=1. The yield is 0.860. (3) The reactants are [CH2:1]([O:8][C:9]1[CH:14]=[CH:13][C:12](/[CH:15]=[CH:16]/[N+:17]([O-:19])=[O:18])=[CH:11][CH:10]=1)[C:2]1[CH:7]=[CH:6][CH:5]=[CH:4][CH:3]=1.C(O)(=O)C.CS(C)=O.[BH4-].[Na+]. The catalyst is O. The product is [CH2:1]([O:8][C:9]1[CH:14]=[CH:13][C:12]([CH2:15][CH2:16][N+:17]([O-:19])=[O:18])=[CH:11][CH:10]=1)[C:2]1[CH:3]=[CH:4][CH:5]=[CH:6][CH:7]=1. The yield is 0.700. (4) The reactants are [CH3:1][NH:2][S:3]([CH3:6])(=[O:5])=[O:4].C(#N)C.Cl[C:11]1[N:16]=[C:15]([C:17]2[CH:22]=[CH:21][C:20]([F:23])=[CH:19][CH:18]=2)[C:14]([C:24]([O:26][CH3:27])=[O:25])=[C:13]([CH:28]([CH3:30])[CH3:29])[N:12]=1. The catalyst is O. The product is [F:23][C:20]1[CH:21]=[CH:22][C:17]([C:15]2[C:14]([C:24]([O:26][CH3:27])=[O:25])=[C:13]([CH:28]([CH3:30])[CH3:29])[N:12]=[C:11]([N:2]([CH3:1])[S:3]([CH3:6])(=[O:5])=[O:4])[N:16]=2)=[CH:18][CH:19]=1. The yield is 0.890. (5) The reactants are [CH3:1][C:2]1[N:7]=[C:6]([NH2:8])[CH:5]=[CH:4][CH:3]=1.[C:9](O[C:9]([O:11][C:12]([CH3:15])([CH3:14])[CH3:13])=[O:10])([O:11][C:12]([CH3:15])([CH3:14])[CH3:13])=[O:10].C(N(CC)CC)C.O. The catalyst is CN(C)C1C=CN=CC=1.ClCCl. The product is [CH3:1][C:2]1[N:7]=[C:6]([NH:8][C:9](=[O:10])[O:11][C:12]([CH3:15])([CH3:14])[CH3:13])[CH:5]=[CH:4][CH:3]=1. The yield is 0.300. (6) The reactants are [CH2:1]([O:3][C:4]([C:6]1[C:11](O)=[CH:10][C:9](=[O:13])[N:8]([CH3:14])[C:7]=1[NH:15][CH3:16])=[O:5])[CH3:2].O=P(Cl)(Cl)[Cl:19]. The catalyst is CN(C)C1C=CC=CC=1. The product is [CH2:1]([O:3][C:4]([C:6]1[C:11]([Cl:19])=[CH:10][C:9](=[O:13])[N:8]([CH3:14])[C:7]=1[NH:15][CH3:16])=[O:5])[CH3:2]. The yield is 0.870.